Dataset: Peptide-MHC class II binding affinity with 134,281 pairs from IEDB. Task: Regression. Given a peptide amino acid sequence and an MHC pseudo amino acid sequence, predict their binding affinity value. This is MHC class II binding data. (1) The peptide sequence is ENRSWYLTENIQCFLPNPAG. The MHC is DRB1_1101 with pseudo-sequence DRB1_1101. The binding affinity (normalized) is 0. (2) The peptide sequence is HFLLRGPFEASWAIK. The MHC is DRB1_0405 with pseudo-sequence DRB1_0405. The binding affinity (normalized) is 0.441.